This data is from Forward reaction prediction with 1.9M reactions from USPTO patents (1976-2016). The task is: Predict the product of the given reaction. (1) Given the reactants [I:1][C:2]1[CH:3]=[C:4]([CH:7]=[CH:8][CH:9]=1)[CH2:5][NH2:6].C(N(CC)CC)C.[C:17]([O:21][C:22]([N:24]([C:43]([O:45][C:46]([CH3:49])([CH3:48])[CH3:47])=[O:44])[C@H:25]1[CH2:29][C@@H:28]([N:30]2[CH:38]=[N:37][C:36]3[C:31]2=[N:32][C:33]([Cl:40])=[N:34][C:35]=3Cl)[C@H:27]([OH:41])[C@@H:26]1[OH:42])=[O:23])([CH3:20])([CH3:19])[CH3:18], predict the reaction product. The product is: [C:17]([O:21][C:22]([N:24]([C:43]([O:45][C:46]([CH3:49])([CH3:48])[CH3:47])=[O:44])[C@H:25]1[CH2:29][C@@H:28]([N:30]2[CH:38]=[N:37][C:36]3[C:31]2=[N:32][C:33]([Cl:40])=[N:34][C:35]=3[NH:6][CH2:5][C:4]2[CH:7]=[CH:8][CH:9]=[C:2]([I:1])[CH:3]=2)[C@H:27]([OH:41])[C@@H:26]1[OH:42])=[O:23])([CH3:20])([CH3:19])[CH3:18]. (2) Given the reactants [N+:1]([C:4]1[CH:9]=[CH:8][C:7]([F:10])=[CH:6][C:5]=1[OH:11])([O-:3])=[O:2].[C:12]([O:16][C:17](=[O:31])[NH:18][CH2:19][CH:20](O)[CH2:21][NH:22][C:23]([O:25][C:26]([CH3:29])([CH3:28])[CH3:27])=[O:24])([CH3:15])([CH3:14])[CH3:13].C1(P(C2C=CC=CC=2)C2C=CC=CC=2)C=CC=CC=1.C(OC(N=NC(OC(C)(C)C)=O)=O)(C)(C)C, predict the reaction product. The product is: [C:12]([O:16][C:17](=[O:31])[NH:18][CH2:19][CH:20]([O:11][C:5]1[CH:6]=[C:7]([F:10])[CH:8]=[CH:9][C:4]=1[N+:1]([O-:3])=[O:2])[CH2:21][NH:22][C:23]([O:25][C:26]([CH3:29])([CH3:28])[CH3:27])=[O:24])([CH3:14])([CH3:15])[CH3:13].